This data is from Full USPTO retrosynthesis dataset with 1.9M reactions from patents (1976-2016). The task is: Predict the reactants needed to synthesize the given product. (1) The reactants are: [Cl:1][C:2]1[CH:7]=[CH:6][C:5]([C:8]2[C:13]([CH3:14])=[N:12][NH:11][C:10](=O)[C:9]=2[C:16]2[C:21]([F:22])=[CH:20][CH:19]=[CH:18][N:17]=2)=[CH:4][CH:3]=1.P(Cl)(Cl)([Cl:25])=O. Given the product [Cl:25][C:10]1[N:11]=[N:12][C:13]([CH3:14])=[C:8]([C:5]2[CH:6]=[CH:7][C:2]([Cl:1])=[CH:3][CH:4]=2)[C:9]=1[C:16]1[C:21]([F:22])=[CH:20][CH:19]=[CH:18][N:17]=1, predict the reactants needed to synthesize it. (2) Given the product [Si:44]([O:51][C@@H:52]1[CH2:53][C@@H:54]([CH:59]([OH:4])[OH:60])[O:55][C:56](=[O:58])[CH2:57]1)([C:47]([CH3:50])([CH3:49])[CH3:48])([CH3:46])[CH3:45], predict the reactants needed to synthesize it. The reactants are: FC(F)(F)C([O-])=[O:4].FC1C=CC(C2C(C[P+](CCCC)(CCCC)CCCC)=C(C(C)C)N=C(N(C)S(C)(=O)=O)N=2)=CC=1.[Si:44]([O:51][C@H:52]1[CH2:57][C:56](=[O:58])[O:55][C@H:54]([CH:59]=[O:60])[CH2:53]1)([C:47]([CH3:50])([CH3:49])[CH3:48])([CH3:46])[CH3:45].O. (3) Given the product [Cl:7][C:8]1[C:9]2[CH:16]=[CH:15][N:14]([CH:18]([CH3:20])[CH3:19])[C:10]=2[N:11]=[CH:12][N:13]=1, predict the reactants needed to synthesize it. The reactants are: C([O-])([O-])=O.[Cs+].[Cs+].[Cl:7][C:8]1[C:9]2[CH:16]=[CH:15][NH:14][C:10]=2[N:11]=[CH:12][N:13]=1.I[CH:18]([CH3:20])[CH3:19]. (4) The reactants are: O.[CH3:2][O:3][C:4]1[CH:9]=[C:8](B2OC(C)(C)C(C)(C)O2)[CH:7]=[CH:6][C:5]=1[NH:19][C:20](=[O:26])[O:21][C:22]([CH3:25])([CH3:24])[CH3:23].[Cl:27][C:28]1[C:29]2[C:36](I)=[CH:35][N:34]([CH:38]3[CH2:42][CH2:41][CH2:40][CH2:39]3)[C:30]=2[N:31]=[CH:32][N:33]=1.C(=O)([O-])[O-].[Na+].[Na+]. Given the product [Cl:27][C:28]1[C:29]2[C:36]([C:8]3[CH:7]=[CH:6][C:5]([NH:19][C:20](=[O:26])[O:21][C:22]([CH3:23])([CH3:24])[CH3:25])=[C:4]([O:3][CH3:2])[CH:9]=3)=[CH:35][N:34]([CH:38]3[CH2:42][CH2:41][CH2:40][CH2:39]3)[C:30]=2[N:31]=[CH:32][N:33]=1, predict the reactants needed to synthesize it. (5) Given the product [Br:16][C:9]1[CH:8]=[C:7]2[C:12](=[C:11]([N+:13]([O-:15])=[O:14])[CH:10]=1)[NH:4][CH2:5][CH2:6]2, predict the reactants needed to synthesize it. The reactants are: C([N:4]1[C:12]2[C:7](=[CH:8][C:9]([Br:16])=[CH:10][C:11]=2[N+:13]([O-:15])=[O:14])[CH2:6][CH2:5]1)(=O)C.Cl.C(=O)([O-])[O-].[Na+].[Na+]. (6) The reactants are: [NH2:1][C:2]1[C:3]([C:12]([O:14]C)=[O:13])=[N:4][C:5]([O:9][CH2:10][CH3:11])=[CH:6][C:7]=1[Cl:8].[OH-].[Na+]. Given the product [NH2:1][C:2]1[C:3]([C:12]([OH:14])=[O:13])=[N:4][C:5]([O:9][CH2:10][CH3:11])=[CH:6][C:7]=1[Cl:8], predict the reactants needed to synthesize it. (7) Given the product [CH3:1][C:2]1[CH:10]=[C:9](/[CH:11]=[CH:12]/[C:13]2[C:22]([CH2:23][N:30]3[CH:34]=[CH:33][CH:32]=[N:31]3)=[CH:21][C:20]3[C:19]([CH3:26])([CH3:25])[C:18](=[O:27])[CH2:17][C:16]([CH3:29])([CH3:28])[C:15]=3[CH:14]=2)[CH:8]=[CH:7][C:3]=1[C:4]([OH:6])=[O:5], predict the reactants needed to synthesize it. The reactants are: [CH3:1][C:2]1[CH:10]=[C:9](/[CH:11]=[CH:12]/[C:13]2[C:22]([CH2:23]Br)=[CH:21][C:20]3[C:19]([CH3:26])([CH3:25])[C:18](=[O:27])[CH2:17][C:16]([CH3:29])([CH3:28])[C:15]=3[CH:14]=2)[CH:8]=[CH:7][C:3]=1[C:4]([OH:6])=[O:5].[NH:30]1[CH:34]=[CH:33][CH:32]=[N:31]1. (8) Given the product [F:21][C:22]1[CH:23]=[CH:24][C:25]2[S:12][C:8]3[C:9]([O:11][C:26]=2[CH:27]=1)=[CH:10][C:5]([O:4][CH2:3][C:2]([F:1])([F:13])[F:14])=[CH:6][CH:7]=3, predict the reactants needed to synthesize it. The reactants are: [F:1][C:2]([F:14])([F:13])[CH2:3][O:4][C:5]1[CH:6]=[CH:7][C:8]([SH:12])=[C:9]([OH:11])[CH:10]=1.CC(C)([O-])C.[K+].[F:21][C:22]1[CH:27]=[CH:26][C:25](F)=[CH:24][C:23]=1[N+]([O-])=O.